From a dataset of Reaction yield outcomes from USPTO patents with 853,638 reactions. Predict the reaction yield, written as a fraction of the theoretical maximum amount of product (1.0 means a 100% yield; for example, 0.34 means a 34% yield). (1) The reactants are F[C:2]1[CH:3]=[C:4]([CH:7]=[CH:8][C:9]=1[N+:10]([O-:12])=[O:11])[C:5]#[N:6].[Br:13][C:14]1[CH:19]=[CH:18][CH:17]=[CH:16][C:15]=1[OH:20].C(=O)([O-])[O-].[K+].[K+].O. The catalyst is CN(C=O)C. The product is [Br:13][C:14]1[CH:19]=[CH:18][CH:17]=[CH:16][C:15]=1[O:20][C:2]1[CH:3]=[C:4]([CH:7]=[CH:8][C:9]=1[N+:10]([O-:12])=[O:11])[C:5]#[N:6]. The yield is 0.925. (2) The reactants are [S:1]1[C:5]2[CH:6]=[CH:7][CH:8]=[CH:9][C:4]=2[N:3]=[C:2]1[CH:10]([CH2:17][C:18]1[CH:23]=[CH:22][C:21]([O:24]CC2C=CC=CC=2)=[CH:20][CH:19]=1)[CH2:11][C:12]([O:14][CH2:15][CH3:16])=[O:13].B(F)(F)F.CCOCC. The catalyst is CCS. The product is [S:1]1[C:5]2[CH:6]=[CH:7][CH:8]=[CH:9][C:4]=2[N:3]=[C:2]1[CH:10]([CH2:17][C:18]1[CH:23]=[CH:22][C:21]([OH:24])=[CH:20][CH:19]=1)[CH2:11][C:12]([O:14][CH2:15][CH3:16])=[O:13]. The yield is 0.720.